This data is from Catalyst prediction with 721,799 reactions and 888 catalyst types from USPTO. The task is: Predict which catalyst facilitates the given reaction. Reactant: C([Mg]Br)C.C([O:8][C:9]1([C:12]2[CH:17]=[CH:16][CH:15]=[C:14]([CH2:18][N:19]3[C:23]([CH3:24])=[CH:22][C:21](/[C:25](/[F:38])=[CH:26]/[C:27]4[CH:32]=[CH:31][C:30]([O:33][C:34]([F:37])([F:36])[F:35])=[CH:29][CH:28]=4)=[N:20]3)[CH:13]=2)[CH2:11][CH2:10]1)(=O)C.Cl. Product: [F:38]/[C:25](/[C:21]1[CH:22]=[C:23]([CH3:24])[N:19]([CH2:18][C:14]2[CH:13]=[C:12]([C:9]3([OH:8])[CH2:11][CH2:10]3)[CH:17]=[CH:16][CH:15]=2)[N:20]=1)=[CH:26]\[C:27]1[CH:32]=[CH:31][C:30]([O:33][C:34]([F:35])([F:36])[F:37])=[CH:29][CH:28]=1. The catalyst class is: 20.